Dataset: Forward reaction prediction with 1.9M reactions from USPTO patents (1976-2016). Task: Predict the product of the given reaction. (1) Given the reactants [Cl:1][C:2]1[CH:3]=[C:4]2[C:9](=[CH:10][CH:11]=1)[N:8]=[C:7]1[CH2:12][CH2:13][CH2:14][CH2:15][CH2:16][C:6]1=[C:5]2Cl.[OH2:18], predict the reaction product. The product is: [Cl:1][C:2]1[CH:3]=[C:4]2[C:9](=[CH:10][CH:11]=1)[NH:8][C:7]1[CH2:12][CH2:13][CH2:14][CH2:15][CH2:16][C:6]=1[C:5]2=[O:18]. (2) Given the reactants CCCCC(COC(CC(S([O-])(=O)=O)C(OCC(CCCC)CC)=O)=O)CC.[Na+].C(OOC(=O)C1C=CC=CC=1)(=O)C1C=CC=CC=1.[CH3:48][CH2:49][CH2:50][C@H:51]1[CH2:55][N:54]([CH3:56])[C@H:53]([C:57]([NH:59][C@H:60]([C@@H:72]([Cl:74])[CH3:73])[C@H:61]2[O:66][C@H:65]([S:67][CH3:68])[C@H:64]([OH:69])[C@@H:63]([OH:70])[C@H:62]2[OH:71])=[O:58])[CH2:52]1.[OH-].[Na+], predict the reaction product. The product is: [CH3:48][CH2:49][CH2:50][C@H:51]1[CH2:55][N:54]([CH3:56])[C@H:53]([C:57]([NH:59][C@H:60]([C@@H:72]([Cl:74])[CH3:73])[C@H:61]2[O:66][C@H:65]([S:67][CH3:68])[C@H:64]([OH:69])[C@@H:63]([OH:70])[C@H:62]2[OH:71])=[O:58])[CH2:52]1.[ClH:74]. (3) Given the reactants [Br:1][C:2]1[CH:3]=[C:4]([NH2:9])[C:5]([NH2:8])=[N:6][CH:7]=1.[F:10][C:11]([F:16])([F:15])[C:12](O)=O, predict the reaction product. The product is: [Br:1][C:2]1[CH:3]=[C:4]2[NH:9][C:12]([C:11]([F:16])([F:15])[F:10])=[N:8][C:5]2=[N:6][CH:7]=1.